From a dataset of Forward reaction prediction with 1.9M reactions from USPTO patents (1976-2016). Predict the product of the given reaction. (1) Given the reactants [O:1]1[C:7]2[CH:8]=[C:9]([C:12]([O:14][CH3:15])=[O:13])[CH:10]=[N:11][C:6]=2[CH2:5][NH:4][CH2:3][CH2:2]1.[CH:16]1([C:22](Cl)=[O:23])[CH2:21][CH2:20][CH2:19][CH2:18][CH2:17]1.CCN(CC)CC, predict the reaction product. The product is: [CH:16]1([C:22]([N:4]2[CH2:5][C:6]3[N:11]=[CH:10][C:9]([C:12]([O:14][CH3:15])=[O:13])=[CH:8][C:7]=3[O:1][CH2:2][CH2:3]2)=[O:23])[CH2:21][CH2:20][CH2:19][CH2:18][CH2:17]1. (2) The product is: [CH3:24][O:25][C:26](=[O:37])[C:27]1[CH:32]=[CH:31][C:30]([NH:33][C:34]([N:17]([C:16]2[N:8]([C:5]3[CH:4]=[CH:3][C:2]([Cl:1])=[CH:7][CH:6]=3)[N:9]=[C:10]3[C:15]=2[CH:14]=[CH:13][CH:12]=[CH:11]3)[C:18]2[CH:19]=[CH:20][CH:21]=[CH:22][CH:23]=2)=[O:35])=[C:29]([Cl:36])[CH:28]=1. Given the reactants [Cl:1][C:2]1[CH:7]=[CH:6][C:5]([N:8]2[C:16]([NH:17][C:18]3[CH:23]=[CH:22][CH:21]=[CH:20][CH:19]=3)=[C:15]3[C:10]([CH:11]=[CH:12][CH:13]=[CH:14]3)=[N:9]2)=[CH:4][CH:3]=1.[CH3:24][O:25][C:26](=[O:37])[C:27]1[CH:32]=[CH:31][C:30]([N:33]=[C:34]=[O:35])=[C:29]([Cl:36])[CH:28]=1, predict the reaction product.